Dataset: Full USPTO retrosynthesis dataset with 1.9M reactions from patents (1976-2016). Task: Predict the reactants needed to synthesize the given product. (1) Given the product [CH3:1][O:2][C:3]([C:5]1([CH2:9][OH:10])[CH2:8][CH2:7][CH2:6]1)=[O:4], predict the reactants needed to synthesize it. The reactants are: [CH3:1][O:2][C:3]([C:5]1([C:9](OC)=[O:10])[CH2:8][CH2:7][CH2:6]1)=[O:4].[H-].C(O[Al](OC(C)(C)C)OC(C)(C)C)(C)(C)C.[Li+]. (2) Given the product [C:1]([C:5]1[CH:6]=[C:7]([CH:8]([OH:9])[C:19]#[CH:20])[CH:10]=[CH:11][C:12]=1[N:13]1[CH2:18][CH2:17][CH2:16][CH2:15][CH2:14]1)([CH3:4])([CH3:2])[CH3:3], predict the reactants needed to synthesize it. The reactants are: [C:1]([C:5]1[CH:6]=[C:7]([CH:10]=[CH:11][C:12]=1[N:13]1[CH2:18][CH2:17][CH2:16][CH2:15][CH2:14]1)[CH:8]=[O:9])([CH3:4])([CH3:3])[CH3:2].[C:19]([Mg]Br)#[CH:20]. (3) Given the product [NH2:1][C:2]1[C:11]2[C:6](=[CH:7][CH:8]=[CH:9][C:10]=2[O:12][CH2:13][C:14]([CH3:19])([CH3:18])[C:15]([NH:32][CH:26]2[CH2:31][CH2:30][CH2:29][CH2:28][CH2:27]2)=[O:17])[N:5]=[C:4]([CH3:20])[C:3]=1[C:21]([O:23][CH2:24][CH3:25])=[O:22], predict the reactants needed to synthesize it. The reactants are: [NH2:1][C:2]1[C:11]2[C:6](=[CH:7][CH:8]=[CH:9][C:10]=2[O:12][CH2:13][C:14]([CH3:19])([CH3:18])[C:15]([OH:17])=O)[N:5]=[C:4]([CH3:20])[C:3]=1[C:21]([O:23][CH2:24][CH3:25])=[O:22].[CH:26]1([NH2:32])[CH2:31][CH2:30][CH2:29][CH2:28][CH2:27]1. (4) Given the product [CH:34]1[C:35]2[C:30](=[CH:29][CH:28]=[CH:37][CH:36]=2)[CH:31]=[CH:32][C:33]=1[N:23]1[CH2:24][CH2:25][N:21]([C:17]2[CH:16]=[N:15][CH:20]=[CH:19][CH:18]=2)[C:22]1=[O:26], predict the reactants needed to synthesize it. The reactants are: N[C@@H]1CCCC[C@H]1N.C(=O)([O-])[O-].[K+].[K+].[N:15]1[CH:20]=[CH:19][CH:18]=[C:17]([N:21]2[CH2:25][CH2:24][NH:23][C:22]2=[O:26])[CH:16]=1.Br[C:28]1[CH:37]=[CH:36][C:35]2[C:30](=[CH:31][CH:32]=[CH:33][CH:34]=2)[CH:29]=1. (5) Given the product [C:11]([SiH2:15][O:16][C:17]([CH3:31])([CH3:32])[C:18]1[CH:19]=[C:20]([CH:26]=[C:27]([CH:29]=[O:30])[CH:28]=1)[C:21]([O:23][CH2:24][CH3:25])=[O:22])([CH3:12])([CH3:13])[CH3:14], predict the reactants needed to synthesize it. The reactants are: C(Cl)(=O)C(Cl)=O.CS(C)=O.[C:11]([SiH2:15][O:16][C:17]([CH3:32])([CH3:31])[C:18]1[CH:19]=[C:20]([CH:26]=[C:27]([CH2:29][OH:30])[CH:28]=1)[C:21]([O:23][CH2:24][CH3:25])=[O:22])([CH3:14])([CH3:13])[CH3:12].C(N(CC)CC)C. (6) Given the product [NH2:1][C:2]1[N:7]=[C:6]([C:8]2[O:9][CH:10]=[CH:11][CH:12]=2)[C:5]([C:13]#[N:14])=[C:4]([O:18][CH:19]2[CH2:24][CH2:23][N:22]([CH3:25])[CH2:21][CH2:20]2)[N:3]=1, predict the reactants needed to synthesize it. The reactants are: [NH2:1][C:2]1[N:7]=[C:6]([C:8]2[O:9][CH:10]=[CH:11][CH:12]=2)[C:5]([C:13]#[N:14])=[C:4](S(C)=O)[N:3]=1.[OH:18][CH:19]1[CH2:24][CH2:23][N:22]([CH3:25])[CH2:21][CH2:20]1.C1CCN2C(=NCCC2)CC1. (7) Given the product [CH3:11][O:10][C:8]([C:3]1[C:2]([CH3:1])=[N:7][CH:6]=[CH:5][N+:4]=1[O-:13])=[O:9], predict the reactants needed to synthesize it. The reactants are: [CH3:1][C:2]1[C:3]([C:8]([O:10][CH3:11])=[O:9])=[N:4][CH:5]=[CH:6][N:7]=1.C(N)(N)=[O:13].OO.FC(F)(F)C(OC(=O)C(F)(F)F)=O.COC(C1C(C)=[N+]([O-])C=CN=1)=O.